From a dataset of Full USPTO retrosynthesis dataset with 1.9M reactions from patents (1976-2016). Predict the reactants needed to synthesize the given product. (1) Given the product [F:18][C:19]([F:35])([F:34])[C:20]([NH:1][C:2]1[CH:6]=[C:5]([CH2:7][C:8]([NH:10][C:11]2[CH:16]=[CH:15][CH:14]=[C:13]([F:17])[CH:12]=2)=[O:9])[NH:4][N:3]=1)=[O:21], predict the reactants needed to synthesize it. The reactants are: [NH2:1][C:2]1[CH:6]=[C:5]([CH2:7][C:8]([NH:10][C:11]2[CH:16]=[CH:15][CH:14]=[C:13]([F:17])[CH:12]=2)=[O:9])[NH:4][N:3]=1.[F:18][C:19]([F:35])([F:34])[C:20](OC1C(F)=C(F)C(F)=C(F)C=1F)=[O:21].NC1C=C(CC(O)=O)NN=1.N1C=CC=CC=1.FC1C=C(C=CC=1)N.Cl. (2) Given the product [CH:1]1([NH:4][C:5]2[N:10]3[N:11]=[CH:12][C:13]([CH:14]=[C:33]4[S:29][C:30](=[O:35])[NH:31][C:32]4=[O:34])=[C:9]3[N:8]=[C:7]([C:16]3[CH:21]=[CH:20][N:19]=[C:18]([F:22])[CH:17]=3)[CH:6]=2)[CH2:3][CH2:2]1, predict the reactants needed to synthesize it. The reactants are: [CH:1]1([NH:4][C:5]2[N:10]3[N:11]=[CH:12][C:13]([CH:14]=O)=[C:9]3[N:8]=[C:7]([C:16]3[CH:21]=[CH:20][N:19]=[C:18]([F:22])[CH:17]=3)[CH:6]=2)[CH2:3][CH2:2]1.N1CCCCC1.[S:29]1[CH2:33][C:32](=[O:34])[NH:31][C:30]1=[O:35]. (3) Given the product [F:17][C:18]1[CH:25]=[CH:24][C:21]([CH:13]2[CH2:12][CH2:11][N:10]([O:29][CH3:28])[CH2:15][CH2:14]2)=[CH:20][CH:19]=1, predict the reactants needed to synthesize it. The reactants are: [H-].[Na+].C([N:10]1[CH2:15][CH2:14][CH:13](O)[CH2:12][CH2:11]1)(OC(C)(C)C)=O.[F:17][C:18]1[CH:25]=[CH:24][C:21](CBr)=[CH:20][CH:19]=1.CN(C)[CH:28]=[O:29]. (4) Given the product [F:15][C:16]1[C:24]([N+:25]([O-:27])=[O:26])=[CH:23][CH:22]=[C:21]([F:28])[C:17]=1[C:18]([C:10]1[C:4]2[C:5](=[N:6][CH:7]=[C:2]([I:1])[CH:3]=2)[NH:8][CH:9]=1)=[O:19], predict the reactants needed to synthesize it. The reactants are: [I:1][C:2]1[CH:3]=[C:4]2[CH:10]=[CH:9][NH:8][C:5]2=[N:6][CH:7]=1.[Cl-].[Cl-].[Cl-].[Al+3].[F:15][C:16]1[C:24]([N+:25]([O-:27])=[O:26])=[CH:23][CH:22]=[C:21]([F:28])[C:17]=1[C:18](Cl)=[O:19]. (5) Given the product [CH2:18]([NH:19][C:20]([NH:5][CH2:4][CH:3]([CH2:1][CH3:2])[CH2:6][CH2:7][CH2:8][CH3:9])=[O:21])[CH2:17][CH2:16][CH2:15][CH2:14][CH2:13][NH:10][C:11]([NH:5][CH2:4][CH:3]([CH2:1][CH3:2])[CH2:6][CH2:7][CH2:8][CH3:9])=[O:12], predict the reactants needed to synthesize it. The reactants are: [CH2:1]([CH:3]([CH2:6][CH2:7][CH2:8][CH3:9])[CH2:4][NH2:5])[CH3:2].[N:10]([CH2:13][CH2:14][CH2:15][CH2:16][CH2:17][CH2:18][N:19]=[C:20]=[O:21])=[C:11]=[O:12].